Dataset: Full USPTO retrosynthesis dataset with 1.9M reactions from patents (1976-2016). Task: Predict the reactants needed to synthesize the given product. Given the product [Cl:1][C:2]1[C:7]([NH:8][S:9]([CH3:12])(=[O:10])=[O:11])=[CH:6][C:5]([C:13]2[CH:14]=[C:15]3[C:20](=[CH:21][CH:22]=2)[N:19]=[CH:18][CH:17]=[C:16]3[CH:23]2[CH2:24][CH2:25][O:26][CH2:27][CH2:28]2)=[CH:4][N:3]=1, predict the reactants needed to synthesize it. The reactants are: [Cl:1][C:2]1[C:7]([NH:8][S:9]([CH3:12])(=[O:11])=[O:10])=[CH:6][C:5]([C:13]2[CH:14]=[C:15]3[C:20](=[CH:21][CH:22]=2)[N:19]=[CH:18][CH:17]=[C:16]3[C:23]2[CH2:24][CH2:25][O:26][CH2:27][CH:28]=2)=[CH:4][N:3]=1.